The task is: Predict the reaction yield, written as a fraction of the theoretical maximum amount of product (1.0 means a 100% yield; for example, 0.34 means a 34% yield).. This data is from Reaction yield outcomes from USPTO patents with 853,638 reactions. (1) The reactants are [NH2:1][C:2]1[C:7]2=[CH:8][CH:9]=[C:10]([CH:11]=O)[N:6]2[N:5]=[CH:4][N:3]=1.[NH:13]1[CH2:18][CH2:17][O:16][CH2:15][CH2:14]1.C(O[BH-](OC(=O)C)OC(=O)C)(=O)C.[Na+]. No catalyst specified. The product is [N:13]1([CH2:11][C:10]2[N:6]3[C:7]([C:2]([NH2:1])=[N:3][CH:4]=[N:5]3)=[CH:8][CH:9]=2)[CH2:18][CH2:17][O:16][CH2:15][CH2:14]1. The yield is 0.200. (2) The catalyst is CC(C)=O. The product is [O:19]=[C:9]1[N:8]([CH2:7][CH2:6][CH:2]=[O:1])[C:17](=[O:18])[C:16]2[C:11](=[CH:12][CH:13]=[CH:14][CH:15]=2)[NH:10]1. The yield is 0.950. The reactants are [O:1]1CCO[CH:2]1[CH2:6][CH2:7][N:8]1[C:17](=[O:18])[C:16]2[C:11](=[CH:12][CH:13]=[CH:14][CH:15]=2)[NH:10][C:9]1=[O:19].S(=O)(=O)(O)O. (3) The reactants are I[C:2]1[CH:3]=[C:4]([C:20]([NH:22][CH2:23][C:24]2[CH:29]=[CH:28][C:27]([S:30]([CH3:33])(=[O:32])=[O:31])=[CH:26][CH:25]=2)=[O:21])[C:5](=[O:19])[N:6]([C:9]2[CH:14]=[CH:13][CH:12]=[C:11]([C:15]([F:18])([F:17])[F:16])[CH:10]=2)[C:7]=1[CH3:8].O.[N:35]1[C:48]2[C:39](=[CH:40][CH:41]=C3C=2N=CC=C3)[CH:38]=[CH:37][CH:36]=1.C1(P(C2C=CC=CC=2)C2C=CC=CC=2)C=CC=CC=1.C(=O)([O-])[O-].[Cs+].[Cs+].C[Si](C#CC1C=NC=CC=1)(C)C. The catalyst is C1(C)C=CC=CC=1.[Cu]I. The product is [CH3:8][C:7]1[N:6]([C:9]2[CH:14]=[CH:13][CH:12]=[C:11]([C:15]([F:18])([F:16])[F:17])[CH:10]=2)[C:5](=[O:19])[C:4]([C:20]([NH:22][CH2:23][C:24]2[CH:29]=[CH:28][C:27]([S:30]([CH3:33])(=[O:31])=[O:32])=[CH:26][CH:25]=2)=[O:21])=[CH:3][C:2]=1[C:41]#[C:40][C:39]1[CH:48]=[N:35][CH:36]=[CH:37][CH:38]=1. The yield is 0.360. (4) The reactants are [NH2:1][C:2]1[CH:17]=[CH:16][C:5]([O:6][C:7]2[CH:8]=[C:9]([NH2:15])[C:10]([NH:13][CH3:14])=[CH:11][CH:12]=2)=[C:4]([CH3:18])[CH:3]=1.O.[C:20](=[O:23])(O)[O-].[Na+].[CH:25](O)=O. No catalyst specified. The product is [CH3:18][C:4]1[CH:3]=[C:2]([NH:1][CH:20]=[O:23])[CH:17]=[CH:16][C:5]=1[O:6][C:7]1[CH:12]=[CH:11][C:10]2[N:13]([CH3:25])[CH:14]=[N:15][C:9]=2[CH:8]=1. The yield is 0.970. (5) The reactants are [NH2:1][C:2]1[N:6]([C:7]2[CH:12]=[CH:11][CH:10]=[C:9]([Br:13])[CH:8]=2)[N:5]=[C:4]([C:14]([O:16][CH2:17][CH3:18])=[O:15])[C:3]=1[SH:19].[CH2:20](OC(OCC)OCC)C.B(F)(F)F.CCOCC. No catalyst specified. The product is [Br:13][C:9]1[CH:8]=[C:7]([N:6]2[C:2]3[N:1]=[CH:20][S:19][C:3]=3[C:4]([C:14]([O:16][CH2:17][CH3:18])=[O:15])=[N:5]2)[CH:12]=[CH:11][CH:10]=1. The yield is 0.680. (6) The reactants are [Cl:1][C:2]1[CH:18]=[CH:17][C:5]2[C:6]3[N:7]([N:11]=[C:12]([C:14](O)=[O:15])[N:13]=3)[CH2:8][CH2:9][O:10][C:4]=2[CH:3]=1.C[N:20](C)C=O.F[P-](F)(F)(F)(F)F.C[N+](C)=C(N(C)C)ON1C2N=CC=CC=2N=N1.ClC1C=CC2N=NN(O)C=2C=1.[NH4+].[Cl-].C(N(CC)C(C)C)(C)C. No catalyst specified. The product is [Cl:1][C:2]1[CH:18]=[CH:17][C:5]2[C:6]3[N:7]([N:11]=[C:12]([C:14]([NH2:20])=[O:15])[N:13]=3)[CH2:8][CH2:9][O:10][C:4]=2[CH:3]=1. The yield is 0.0530. (7) The product is [F:1][C:2]1[CH:9]=[CH:8][C:5]([N:6]([CH3:7])[CH:12]([C:14]2[CH:15]=[C:16]([C:31]([N:33]([CH3:35])[CH3:34])=[O:32])[CH:17]=[C:18]3[C:23]=2[O:22][C:21]([N:24]2[CH2:29][CH2:28][O:27][CH2:26][CH2:25]2)=[CH:20][C:19]3=[O:30])[CH3:13])=[CH:4][CH:3]=1. The yield is 0.519. No catalyst specified. The reactants are [F:1][C:2]1[CH:9]=[CH:8][C:5]([NH:6][CH3:7])=[CH:4][CH:3]=1.Br.Br[CH:12]([C:14]1[CH:15]=[C:16]([C:31]([N:33]([CH3:35])[CH3:34])=[O:32])[CH:17]=[C:18]2[C:23]=1[O:22][C:21]([N:24]1[CH2:29][CH2:28][O:27][CH2:26][CH2:25]1)=[CH:20][C:19]2=[O:30])[CH3:13].